From a dataset of Forward reaction prediction with 1.9M reactions from USPTO patents (1976-2016). Predict the product of the given reaction. (1) Given the reactants [C:1]([N:4]1[C:13]2[C:8](=[CH:9][C:10]([N:14]3[CH2:19][CH2:18][N:17]([C:20]([O:22][C:23]([CH3:26])([CH3:25])[CH3:24])=[O:21])[CH2:16][CH2:15]3)=[CH:11][CH:12]=2)[C@H:7]([NH2:27])[C@@H:6]([CH3:28])[C@@H:5]1[CH3:29])(=[O:3])[CH3:2].Cl[C:31]1[CH:36]=[N:35][C:34]([CH3:37])=[CH:33][N:32]=1.CC(C)([O-])C.[Na+].CN(C1C(C2C(P(C3CCCCC3)C3CCCCC3)=CC=CC=2)=CC=CC=1)C, predict the reaction product. The product is: [C:1]([N:4]1[C:13]2[C:8](=[CH:9][C:10]([N:14]3[CH2:15][CH2:16][N:17]([C:20]([O:22][C:23]([CH3:26])([CH3:25])[CH3:24])=[O:21])[CH2:18][CH2:19]3)=[CH:11][CH:12]=2)[C@H:7]([NH:27][C:31]2[CH:36]=[N:35][C:34]([CH3:37])=[CH:33][N:32]=2)[C@@H:6]([CH3:28])[C@@H:5]1[CH3:29])(=[O:3])[CH3:2]. (2) Given the reactants Cl.[C-:2]#[N:3].[K+].[C:5]1([S:11]([CH:14]([O:22][CH2:23][C:24]2[CH:32]=[CH:31][CH:30]=[C:29]3[C:25]=2[CH:26]=[CH:27][NH:28]3)[CH:15]2[CH2:20][CH2:19][C:18](=O)[CH2:17][CH2:16]2)(=[O:13])=[O:12])[CH:10]=[CH:9][CH:8]=[CH:7][CH:6]=1.[CH3:33][NH:34][CH3:35], predict the reaction product. The product is: [C:5]1([S:11]([CH:14]([O:22][CH2:23][C:24]2[CH:32]=[CH:31][CH:30]=[C:29]3[C:25]=2[CH:26]=[CH:27][NH:28]3)[CH:15]2[CH2:20][CH2:19][C:18]([N:34]([CH3:35])[CH3:33])([C:2]#[N:3])[CH2:17][CH2:16]2)(=[O:13])=[O:12])[CH:10]=[CH:9][CH:8]=[CH:7][CH:6]=1. (3) Given the reactants C([O:3][C:4]([C:6]1[C:7]([O:14][C:15]2[CH:20]=[CH:19][CH:18]=[CH:17][C:16]=2[CH3:21])=[N:8][C:9]([S:12][CH3:13])=[N:10][CH:11]=1)=[O:5])C.[OH-].[Na+].Cl, predict the reaction product. The product is: [CH3:13][S:12][C:9]1[N:8]=[C:7]([O:14][C:15]2[CH:20]=[CH:19][CH:18]=[CH:17][C:16]=2[CH3:21])[C:6]([C:4]([OH:5])=[O:3])=[CH:11][N:10]=1.